The task is: Predict the product of the given reaction.. This data is from Forward reaction prediction with 1.9M reactions from USPTO patents (1976-2016). Given the reactants [Cl:1][C:2]1[CH:10]=[C:9]([S:11]([CH3:14])(=[O:13])=[O:12])[CH:8]=[CH:7][C:3]=1[C:4]([OH:6])=O.C(Cl)(=O)C(Cl)=O.[N:21]1([C:27]([O:29][C:30]([CH3:33])([CH3:32])[CH3:31])=[O:28])[CH2:26][CH2:25][NH:24][CH2:23][CH2:22]1.CCN(CC)CC, predict the reaction product. The product is: [Cl:1][C:2]1[CH:10]=[C:9]([S:11]([CH3:14])(=[O:13])=[O:12])[CH:8]=[CH:7][C:3]=1[C:4]([N:24]1[CH2:23][CH2:22][N:21]([C:27]([O:29][C:30]([CH3:33])([CH3:32])[CH3:31])=[O:28])[CH2:26][CH2:25]1)=[O:6].